The task is: Predict which catalyst facilitates the given reaction.. This data is from Catalyst prediction with 721,799 reactions and 888 catalyst types from USPTO. (1) Reactant: [CH3:1][C:2]1([CH3:12])[C:7](=O)[CH2:6][C:5](=[O:9])[C:4]([CH3:11])([CH3:10])[O:3]1.P(Cl)(Cl)(Cl)(Cl)[Cl:14]. Product: [Cl:14][C:7]1[C:2]([CH3:12])([CH3:1])[O:3][C:4]([CH3:11])([CH3:10])[C:5](=[O:9])[CH:6]=1. The catalyst class is: 22. (2) Reactant: [OH:1][C:2]1[CH:3]=[C:4]([CH:7]=[CH:8][CH:9]=1)[CH:5]=[O:6].Br[CH2:11][C:12](=[O:14])[CH3:13].C(=O)([O-])[O-].[K+].[K+]. Product: [O:14]=[C:12]([CH3:13])[CH2:11][O:1][C:2]1[CH:3]=[C:4]([CH:7]=[CH:8][CH:9]=1)[CH:5]=[O:6]. The catalyst class is: 9. (3) Reactant: [F:1][C:2]1[CH:18]=[C:17]([N+:19]([O-:21])=[O:20])[CH:16]=[CH:15][C:3]=1[O:4][C:5]1[CH:10]=[CH:9][N:8]=[C:7]2[CH:11]=[C:12](I)[S:13][C:6]=12.C([O-])([O-])=O.[Cs+].[Cs+].[CH3:28][O:29][C:30]1[CH:31]=[C:32]([CH:34]=[CH:35][CH:36]=1)[NH2:33].CC1(C)C2C(=C(P(C3C=CC=CC=3)C3C=CC=CC=3)C=CC=2)OC2C(P(C3C=CC=CC=3)C3C=CC=CC=3)=CC=CC1=2. Product: [F:1][C:2]1[CH:18]=[C:17]([N+:19]([O-:21])=[O:20])[CH:16]=[CH:15][C:3]=1[O:4][C:5]1[CH:10]=[CH:9][N:8]=[C:7]2[CH:11]=[C:12]([NH:33][C:32]3[CH:34]=[CH:35][CH:36]=[C:30]([O:29][CH3:28])[CH:31]=3)[S:13][C:6]=12. The catalyst class is: 231.